From a dataset of Catalyst prediction with 721,799 reactions and 888 catalyst types from USPTO. Predict which catalyst facilitates the given reaction. (1) Reactant: Cl.Cl.[CH2:3]([NH:6][C:7]1=[N:8][C:9](=[O:19])[S:10]/[C:11]/1=[CH:12]\[CH:13]1[CH2:18][CH2:17][NH:16][CH2:15][CH2:14]1)[C:4]#[CH:5].C(N(C(C)C)C(C)C)C.F[P-](F)(F)(F)(F)F.N1(OC(N(C)C)=[N+](C)C)C2N=CC=CC=2N=N1.[CH3:53][C:54]1[C:58]2[CH:59]=[CH:60][CH:61]=[CH:62][C:57]=2[O:56][C:55]=1[C:63](O)=[O:64]. Product: [CH3:53][C:54]1[C:58]2[CH:59]=[CH:60][CH:61]=[CH:62][C:57]=2[O:56][C:55]=1[C:63]([N:16]1[CH2:17][CH2:18][CH:13](/[CH:12]=[C:11]2/[C:7]([NH:6][CH2:3][C:4]#[CH:5])=[N:8][C:9](=[O:19])[S:10]/2)[CH2:14][CH2:15]1)=[O:64]. The catalyst class is: 18. (2) Reactant: [CH3:1][O:2][C:3]1[CH:28]=[CH:27][C:6]([C:7]([NH:9][C:10]2[CH:11]=[C:12]([C:19]3[CH:24]=[CH:23][C:22]([S:25][CH3:26])=[CH:21][CH:20]=3)[CH:13]=[CH:14][C:15]=2[N+:16]([O-])=O)=[O:8])=[CH:5][CH:4]=1.C([OH:32])(C)C. Product: [NH2:16][C:15]1[CH:14]=[CH:13][C:12]([C:19]2[CH:24]=[CH:23][C:22]([S:25]([CH3:26])=[O:32])=[CH:21][CH:20]=2)=[CH:11][C:10]=1[NH:9][C:7](=[O:8])[C:6]1[CH:27]=[CH:28][C:3]([O:2][CH3:1])=[CH:4][CH:5]=1. The catalyst class is: 2. (3) Reactant: [Cl:1][C:2]1[N:7]=[CH:6][C:5]([CH:8]([OH:24])[CH:9]([CH2:13][C:14]2[CH:19]=[CH:18][C:17]([C:20]([F:23])([F:22])[F:21])=[CH:16][CH:15]=2)C(O)=O)=[CH:4][CH:3]=1.C1(P(N=[N+]=[N-])(C2C=CC=CC=2)=O)C=CC=CC=1.C([N:44]([CH2:47]C)CC)C.[OH2:49]. Product: [Cl:1][C:2]1[N:7]=[CH:6][C:5]([CH:8]2[O:24][C:47](=[O:49])[NH:44][CH:9]2[CH2:13][C:14]2[CH:15]=[CH:16][C:17]([C:20]([F:21])([F:22])[F:23])=[CH:18][CH:19]=2)=[CH:4][CH:3]=1. The catalyst class is: 7. (4) Reactant: [F:1][C:2]1[CH:7]=[C:6]([C:8]([F:11])([F:10])[F:9])[CH:5]=[CH:4][C:3]=1[CH:12]1[CH2:17][C:16](=[O:18])[NH:15][C:14]([CH3:19])=[C:13]1[C:20](O)=[O:21].[NH2:23][C:24]1[CH:25]=[C:26]2[C:30](=[CH:31][CH:32]=1)[NH:29][N:28]=[C:27]2[CH3:33].C(Cl)CCl.CCN(CC)CC. Product: [F:1][C:2]1[CH:7]=[C:6]([C:8]([F:9])([F:10])[F:11])[CH:5]=[CH:4][C:3]=1[CH:12]1[CH2:17][C:16](=[O:18])[NH:15][C:14]([CH3:19])=[C:13]1[C:20]([NH:23][C:24]1[CH:25]=[C:26]2[C:30](=[CH:31][CH:32]=1)[NH:29][N:28]=[C:27]2[CH3:33])=[O:21]. The catalyst class is: 861. (5) Reactant: [C:1]([O:5][C:6](=[O:34])[CH2:7][NH:8][CH2:9][C:10]1[CH:15]=[CH:14][CH:13]=[C:12]([CH2:16][O:17][C:18]2[CH:23]=[CH:22][C:21]([C:24]3[CH:29]=[C:28]([F:30])[C:27]([F:31])=[CH:26][C:25]=3[O:32][CH3:33])=[CH:20][CH:19]=2)[CH:11]=1)([CH3:4])([CH3:3])[CH3:2].Cl[C:36]([O:38][CH3:39])=[O:37].C(N(CC)CC)C. Product: [C:1]([O:5][C:6](=[O:34])[CH2:7][N:8]([CH2:9][C:10]1[CH:15]=[CH:14][CH:13]=[C:12]([CH2:16][O:17][C:18]2[CH:23]=[CH:22][C:21]([C:24]3[CH:29]=[C:28]([F:30])[C:27]([F:31])=[CH:26][C:25]=3[O:32][CH3:33])=[CH:20][CH:19]=2)[CH:11]=1)[C:36]([O:38][CH3:39])=[O:37])([CH3:4])([CH3:3])[CH3:2]. The catalyst class is: 4. (6) Reactant: [C:1]([OH:20])(=[O:19])[CH2:2][CH2:3][CH2:4][CH2:5][CH2:6][CH2:7][CH2:8]/[CH:9]=[CH:10]\[CH2:11][CH2:12][CH2:13][CH2:14][CH2:15][CH2:16][CH2:17][CH3:18].[CH2:21]([OH:28])[C@@H:22]([C@@H:24]([CH2:26][OH:27])O)[OH:23].[C:29]1([CH3:35])[CH:34]=[CH:33][CH:32]=[CH:31][CH:30]=1.[C:36]1([CH3:46])[CH:41]=[CH:40][C:39](S(O)(=O)=O)=[CH:38][CH:37]=1. Product: [C:1]([O:20][C@H:24]([C@@H:22]([CH2:21][OH:28])[O:23][C:1](=[O:19])[CH2:2][CH2:3][CH2:4][CH2:37][CH2:38][CH2:39][CH2:40]/[CH:41]=[CH:36]\[CH2:46][CH2:30][CH2:31][CH2:32][CH2:33][CH2:34][CH2:29][CH3:35])[CH2:26][OH:27])(=[O:19])[CH2:2][CH2:3][CH2:4][CH2:5][CH2:6][CH2:7][CH2:8]/[CH:9]=[CH:10]\[CH2:11][CH2:12][CH2:13][CH2:14][CH2:15][CH2:16][CH2:17][CH3:18]. The catalyst class is: 6. (7) The catalyst class is: 38. Reactant: Br[C:2]1[CH:3]=[C:4]([NH:8][C:9]2[C:13]3[CH2:14][N:15]([C:18](=[O:20])[CH3:19])[CH2:16][CH2:17][C:12]=3[N:11]([CH2:21][CH:22]3[CH2:24][CH2:23]3)[N:10]=2)[CH:5]=[CH:6][CH:7]=1.[C:25]1(B(O)O)[CH2:30][CH2:29][CH2:28][CH2:27][CH:26]=1.CC([O-])=O.[K+]. Product: [CH:22]1([CH2:21][N:11]2[C:12]3[CH2:17][CH2:16][N:15]([C:18](=[O:20])[CH3:19])[CH2:14][C:13]=3[C:9]([NH:8][C:4]3[CH:3]=[C:2]([C:25]4[CH2:30][CH2:29][CH2:28][CH2:27][CH:26]=4)[CH:7]=[CH:6][CH:5]=3)=[N:10]2)[CH2:24][CH2:23]1.